Task: Predict the reaction yield, written as a fraction of the theoretical maximum amount of product (1.0 means a 100% yield; for example, 0.34 means a 34% yield).. Dataset: Reaction yield outcomes from USPTO patents with 853,638 reactions (1) The product is [F:15][C:12]([F:13])([F:14])[C:9]1([C:5]2[CH:4]=[C:3]([OH:2])[CH:8]=[CH:7][CH:6]=2)[N:10]=[N:11]1. The yield is 0.970. The reactants are C[O:2][C:3]1[CH:4]=[C:5]([C:9]2([C:12]([F:15])([F:14])[F:13])[N:11]=[N:10]2)[CH:6]=[CH:7][CH:8]=1.B(Br)(Br)Br.O. The catalyst is C(Cl)Cl. (2) The reactants are S(Cl)(Cl)=O.[Cl:5][C:6]1[C:14]([Cl:15])=[CH:13][CH:12]=[CH:11][C:7]=1[C:8]([OH:10])=O.[Al+3].[Cl-].[Cl-].[Cl-].[CH:20]1C=CC=C[CH:21]=1. The catalyst is ClC(Cl)C. The product is [Cl:15][C:14]1[C:6]([Cl:5])=[C:7]2[C:11]([CH2:20][CH2:21][C:8]2=[O:10])=[CH:12][CH:13]=1. The yield is 0.800. (3) The product is [OH:1][C:2]1[CH:11]=[C:10]([O:12][CH3:13])[C:9]2[C:4](=[CH:5][CH:6]=[CH:7][CH:8]=2)[N:3]=1. The yield is 0.720. The reactants are [OH:1][C:2]1[CH:11]=[C:10]([OH:12])[C:9]2[C:4](=[CH:5][CH:6]=[CH:7][CH:8]=2)[N:3]=1.[C:13](=O)([O-])[O-].[K+].[K+].S(OC)(OC)(=O)=O. The catalyst is CC(C)=O. (4) The reactants are [H-].[Na+].[Cl:3][C:4]1[CH:5]=[C:6]2[C:10](=[CH:11][CH:12]=1)[NH:9][C:8]([C:13]1[CH:18]=[CH:17][C:16]([Cl:19])=[CH:15][CH:14]=1)=[C:7]2[CH:20]=[O:21].I[CH3:23]. The catalyst is CN(C)C=O. The product is [Cl:3][C:4]1[CH:5]=[C:6]2[C:10](=[CH:11][CH:12]=1)[N:9]([CH3:23])[C:8]([C:13]1[CH:14]=[CH:15][C:16]([Cl:19])=[CH:17][CH:18]=1)=[C:7]2[CH:20]=[O:21]. The yield is 0.980.